This data is from Full USPTO retrosynthesis dataset with 1.9M reactions from patents (1976-2016). The task is: Predict the reactants needed to synthesize the given product. (1) The reactants are: [CH:1]1([CH2:4][O:5][C:6]2[CH:11]=[C:10]([F:12])[CH:9]=[CH:8][C:7]=2[C:13]2[CH:18]=[CH:17][N:16]=[C:15]3[C:19]([C:31]([OH:33])=O)=[C:20]([CH3:30])[N:21]([CH2:22][O:23][CH2:24][CH2:25][Si:26]([CH3:29])([CH3:28])[CH3:27])[C:14]=23)[CH2:3][CH2:2]1.[NH2:34][CH:35]1[CH2:40][CH2:39][N:38]([C:41]([O:43][C:44]([CH3:47])([CH3:46])[CH3:45])=[O:42])[CH2:37][CH2:36]1. Given the product [CH:1]1([CH2:4][O:5][C:6]2[CH:11]=[C:10]([F:12])[CH:9]=[CH:8][C:7]=2[C:13]2[CH:18]=[CH:17][N:16]=[C:15]3[C:19]([C:31]([NH:34][CH:35]4[CH2:36][CH2:37][N:38]([C:41]([O:43][C:44]([CH3:47])([CH3:46])[CH3:45])=[O:42])[CH2:39][CH2:40]4)=[O:33])=[C:20]([CH3:30])[N:21]([CH2:22][O:23][CH2:24][CH2:25][Si:26]([CH3:29])([CH3:27])[CH3:28])[C:14]=23)[CH2:2][CH2:3]1, predict the reactants needed to synthesize it. (2) Given the product [CH3:5][O:6][C:7]1[CH:12]=[CH:11][C:10]2[C:19](=[O:20])[C:14]3[C:13]([C:9]=2[CH:8]=1)=[CH:18][CH:17]=[CH:16][N:15]=3, predict the reactants needed to synthesize it. The reactants are: [Cl-].[Al+3].[Cl-].[Cl-].[CH3:5][O:6][C:7]1[CH:8]=[C:9]([C:13]2[C:14]([C:19](Cl)=[O:20])=[N:15][CH:16]=[CH:17][CH:18]=2)[CH:10]=[CH:11][CH:12]=1. (3) Given the product [CH3:9][C:4]1[C:3]2[C:10]([C:12]3[S:13][CH:14]=[CH:15][CH:16]=3)=[N:18][NH:19][C:2]=2[CH:7]=[C:6]([CH3:8])[N:5]=1, predict the reactants needed to synthesize it. The reactants are: Cl[C:2]1[CH:7]=[C:6]([CH3:8])[N:5]=[C:4]([CH3:9])[C:3]=1[C:10]([C:12]1[S:13][CH:14]=[CH:15][CH:16]=1)=O.O.[NH2:18][NH2:19]. (4) Given the product [CH2:11]([C:10]1[N:18]=[C:3]([C:2]([Cl:7])([Cl:6])[Cl:1])[O:4][N:9]=1)[C:12]1[CH:17]=[CH:16][CH:15]=[CH:14][CH:13]=1, predict the reactants needed to synthesize it. The reactants are: [Cl:1][C:2]([Cl:7])([Cl:6])[C:3](Cl)=[O:4].O[NH:9][C:10](=[NH:18])[CH2:11][C:12]1[CH:17]=[CH:16][CH:15]=[CH:14][CH:13]=1.N1C=CC=CC=1. (5) Given the product [CH3:1][C:2]1[N:3]=[CH:4][C:5]([CH2:6][OH:7])=[CH:9][CH:10]=1, predict the reactants needed to synthesize it. The reactants are: [CH3:1][C:2]1[CH:10]=[CH:9][C:5]([C:6](O)=[O:7])=[CH:4][N:3]=1.[H-].[Al+3].[Li+].[H-].[H-].[H-].[OH-].[Na+].O. (6) Given the product [Cl:1][C:2]1[CH:3]=[C:4]([CH2:9][C:10]([N:12]2[CH:21]3[CH:16]([CH2:17][CH2:18][CH2:19][CH:20]3[N:22]3[CH2:26][CH2:25][CH2:24][CH2:23]3)[N:15]([C:32](=[O:33])[CH2:31][C:30]([OH:35])=[O:29])[CH2:14][CH2:13]2)=[O:11])[CH:5]=[CH:6][C:7]=1[Cl:8], predict the reactants needed to synthesize it. The reactants are: [Cl:1][C:2]1[CH:3]=[C:4]([CH2:9][C:10]([N:12]2[CH:21]3[CH:16]([CH2:17][CH2:18][CH2:19][CH:20]3[N:22]3[CH2:26][CH2:25][CH2:24][CH2:23]3)[NH:15][CH2:14][CH2:13]2)=[O:11])[CH:5]=[CH:6][C:7]=1[Cl:8].[Cl-].C[O:29][C:30](=[O:35])[CH2:31][C:32](O)=[O:33]. (7) Given the product [ClH:22].[Cl:22][C:23]1[CH:28]=[C:27]([Cl:29])[CH:26]=[CH:25][C:24]=1[CH:16]1[CH2:21][CH2:20][CH2:19][NH:18][CH2:17]1, predict the reactants needed to synthesize it. The reactants are: Cl.FC1C=CC=CC=1C1CCCNC1.I[C:16]1[CH:17]=[N:18][CH:19]=[CH:20][CH:21]=1.[Cl:22][C:23]1[CH:28]=[C:27]([Cl:29])[CH:26]=[CH:25][C:24]=1B(O)O. (8) Given the product [C:29]([C:28]1[CH:27]=[CH:26][C:25]([CH:22]2[CH2:23][CH2:24][N:19]([C:5]([C:4]3[C:3]([CH2:1][CH3:2])=[CH:11][C:10]([CH2:12][CH3:13])=[C:9]([CH:8]=3)[C:14]([O:16][CH3:17])=[O:15])=[O:7])[CH2:20][CH2:21]2)=[CH:32][CH:31]=1)#[N:30], predict the reactants needed to synthesize it. The reactants are: [CH2:1]([C:3]1[CH:11]=[C:10]([CH2:12][CH3:13])[C:9]([C:14]([O:16][CH3:17])=[O:15])=[CH:8][C:4]=1[C:5]([OH:7])=O)[CH3:2].Cl.[NH:19]1[CH2:24][CH2:23][CH:22]([C:25]2[CH:32]=[CH:31][C:28]([C:29]#[N:30])=[CH:27][CH:26]=2)[CH2:21][CH2:20]1.CCN=C=NCCCN(C)C.Cl. (9) Given the product [C:23]([O:16][CH2:15][C:10]1[C:9]([C:1]2[C:2]([CH2:7][O:8][C:36](=[O:32])[C:35]3[CH:20]=[CH:19][CH:18]=[CH:33][CH:34]=3)=[CH:3][CH:4]=[CH:5][CH:6]=2)=[CH:14][CH:13]=[CH:12][CH:11]=1)(=[O:30])[C:24]1[CH:29]=[CH:28][CH:27]=[CH:26][CH:25]=1, predict the reactants needed to synthesize it. The reactants are: [C:1]1([C:9]2[C:10]([CH2:15][OH:16])=[CH:11][CH:12]=[CH:13][CH:14]=2)[C:2]([CH2:7][OH:8])=[CH:3][CH:4]=[CH:5][CH:6]=1.N1C=C[CH:20]=[CH:19][CH:18]=1.[C:23](Cl)(=[O:30])[C:24]1[CH:29]=[CH:28][CH:27]=[CH:26][CH:25]=1.[O:32]1[CH2:36][CH2:35][CH2:34][CH2:33]1. (10) Given the product [CH2:23]([O:22][C:20](=[O:21])[C:19]([C:9]([C:3]1[C:2]([Cl:1])=[CH:7][C:6]([Cl:14])=[C:5]([O:44][CH3:43])[N:4]=1)=[O:11])=[CH:18][NH:33][C@H:34]([CH2:38][OH:39])[CH:35]([CH3:37])[CH3:36])[CH3:24], predict the reactants needed to synthesize it. The reactants are: [Cl:1][C:2]1[C:3]([C:9]([OH:11])=O)=[N:4][C:5](Cl)=[CH:6][CH:7]=1.S(Cl)([Cl:14])=O.CN(C)[CH:18]=[CH:19][C:20]([O:22][CH2:23][CH3:24])=[O:21].C(N(CC)CC)C.[NH2:33][C@H:34]([CH2:38][OH:39])[CH:35]([CH3:37])[CH3:36].CN([CH:43]=[O:44])C.